The task is: Regression/Classification. Given a drug SMILES string, predict its toxicity properties. Task type varies by dataset: regression for continuous values (e.g., LD50, hERG inhibition percentage) or binary classification for toxic/non-toxic outcomes (e.g., AMES mutagenicity, cardiotoxicity, hepatotoxicity). Dataset: ames.. This data is from Ames mutagenicity test results for genotoxicity prediction. (1) The molecule is CCc1ccccc1Nc1ccc(Nc2ccccc2CC)c2c1C(=O)c1c(O)ccc(O)c1C2=O. The result is 1 (mutagenic). (2) The drug is CC12CC(C=O)C(=O)CC1CCC1C2CCC2(C)C1CCC2(C)O. The result is 0 (non-mutagenic).